This data is from Reaction yield outcomes from USPTO patents with 853,638 reactions. The task is: Predict the reaction yield, written as a fraction of the theoretical maximum amount of product (1.0 means a 100% yield; for example, 0.34 means a 34% yield). (1) The reactants are [OH:1][CH2:2][C:3]1[CH:4]=[C:5]([S:9]([NH2:12])(=[O:11])=[O:10])[CH:6]=[CH:7][CH:8]=1. The catalyst is CC(C)=O.O=[Mn]=O. The product is [CH:2]([C:3]1[CH:4]=[C:5]([S:9]([NH2:12])(=[O:11])=[O:10])[CH:6]=[CH:7][CH:8]=1)=[O:1]. The yield is 0.760. (2) The reactants are C([O-])([O-])=O.[Na+].[Na+].CC(C)=O.O([C:19]([O:21][C:22]([CH3:25])([CH3:24])[CH3:23])=[O:20])[C:19]([O:21][C:22]([CH3:25])([CH3:24])[CH3:23])=[O:20].C[O:27][C:28]1[CH:29]=[C:30]([NH:34]C2N=C(NC3CCCC(C(=O)C=C(C)C)C3)C(C(F)(F)F)=CN=2)[CH:31]=[CH:32][CH:33]=1. The catalyst is O. The product is [C:22]([O:21][C:19](=[O:20])[NH:34][C:30]1[CH:31]=[CH:32][CH:33]=[C:28]([OH:27])[CH:29]=1)([CH3:23])([CH3:24])[CH3:25]. The yield is 0.850. (3) The reactants are C[Al](C)C.C1(C)C=CC=CC=1.Cl.[CH3:13][NH:14][CH3:15].[S:16]1[CH:20]=[CH:19][CH:18]=[C:17]1[C:21]1[NH:25][CH:24]=[C:23]([CH2:26][CH2:27][C:28]([O:30]CC)=O)[CH:22]=1. The catalyst is C1C=CC=CC=1. The product is [CH3:13][N:14]([CH3:15])[C:28](=[O:30])[CH2:27][CH2:26][C:23]1[CH:22]=[C:21]([C:17]2[S:16][CH:20]=[CH:19][CH:18]=2)[NH:25][CH:24]=1. The yield is 0.960. (4) The reactants are Br[C:2]1[CH:9]=[CH:8][CH:7]=[CH:6][C:3]=1[CH:4]=[O:5].[CH3:10][O:11][C:12]1[CH:17]=[CH:16][C:15]([C:18]#[CH:19])=[CH:14][CH:13]=1. The catalyst is C(N(CC)CC)C.[Cu]I. The product is [CH3:10][O:11][C:12]1[CH:17]=[CH:16][C:15]([C:18]#[C:19][C:2]2[CH:9]=[CH:8][CH:7]=[CH:6][C:3]=2[CH:4]=[O:5])=[CH:14][CH:13]=1. The yield is 0.890. (5) The reactants are Cl.[NH2:2][CH:3]1[CH2:12][C:11]2[C:10]([C:13]([NH2:15])=[O:14])=[CH:9][CH:8]=[C:7]([Cl:16])[C:6]=2[O:5][CH2:4]1.[F:17][C:18]1[CH:19]=[C:20]2[C:24](=[CH:25][CH:26]=1)[NH:23][CH:22]=[C:21]2[CH2:27][CH2:28][CH:29]=O.C(O)(=O)C.C([BH3-])#N.[Na+]. The catalyst is CO. The product is [Cl:16][C:7]1[C:6]2[O:5][CH2:4][CH:3]([NH:2][CH2:29][CH2:28][CH2:27][C:21]3[C:20]4[C:24](=[CH:25][CH:26]=[C:18]([F:17])[CH:19]=4)[NH:23][CH:22]=3)[CH2:12][C:11]=2[C:10]([C:13]([NH2:15])=[O:14])=[CH:9][CH:8]=1. The yield is 0.540. (6) The reactants are [H-].[Na+].[CH2:3]([OH:6])[CH:4]=[CH2:5].F[C:8]1[CH:15]=[C:14]([F:16])[CH:13]=[CH:12][C:9]=1[C:10]#[N:11]. The catalyst is C1(C)C=CC=CC=1.CCOCC. The product is [CH2:3]([O:6][C:8]1[CH:15]=[C:14]([F:16])[CH:13]=[CH:12][C:9]=1[C:10]#[N:11])[CH:4]=[CH2:5]. The yield is 0.670. (7) The reactants are [Br:1][C:2]1[CH:7]=[CH:6][C:5]([OH:8])=[C:4]([N+:9]([O-:11])=[O:10])[CH:3]=1.[CH2:12](Br)[C:13]1[CH:18]=[CH:17][CH:16]=[CH:15][CH:14]=1.C(=O)([O-])[O-].[Cs+].[Cs+]. The catalyst is CN(C=O)C. The product is [Br:1][C:2]1[CH:7]=[CH:6][C:5]([O:8][CH2:12][C:13]2[CH:18]=[CH:17][CH:16]=[CH:15][CH:14]=2)=[C:4]([N+:9]([O-:11])=[O:10])[CH:3]=1. The yield is 0.990. (8) The reactants are [CH3:1][C:2]1([CH3:34])[O:6][C@@H:5]([CH2:7][N:8]2[C:16]3[C:11](=[CH:12][C:13]([N+:18]([O-:20])=[O:19])=[C:14]([F:17])[CH:15]=3)[CH:10]=[C:9]2[C:21]([CH3:33])([CH3:32])[C:22](OCC2C=CC=CC=2)=[O:23])[CH2:4][O:3]1.CC1(C)O[C@@H](CN2C3C(=CC([N+]([O-])=O)=C(F)C=3)C=C2C(C)(C)C(OC[C@H]2COC(C)(C)O2)=O)CO1.[H-].[H-].[H-].[H-].[Li+].[Al+3]. The catalyst is C1COCC1. The product is [CH3:1][C:2]1([CH3:34])[O:6][C@@H:5]([CH2:7][N:8]2[C:16]3[C:11](=[CH:12][C:13]([N+:18]([O-:20])=[O:19])=[C:14]([F:17])[CH:15]=3)[CH:10]=[C:9]2[C:21]([CH3:33])([CH3:32])[CH2:22][OH:23])[CH2:4][O:3]1. The yield is 0.490.